Dataset: Catalyst prediction with 721,799 reactions and 888 catalyst types from USPTO. Task: Predict which catalyst facilitates the given reaction. (1) The catalyst class is: 3. Reactant: [OH:1]/[N:2]=[C:3](/[O:5][CH2:6][CH3:7])\[CH3:4].C(N(CC)CC)C.[CH3:15][C:16]1[CH:21]=[C:20]([CH3:22])[CH:19]=[C:18]([CH3:23])[C:17]=1[S:24](Cl)(=[O:26])=[O:25]. Product: [CH3:15][C:16]1[CH:21]=[C:20]([CH3:22])[CH:19]=[C:18]([CH3:23])[C:17]=1[S:24]([O:1]/[N:2]=[C:3](/[O:5][CH2:6][CH3:7])\[CH3:4])(=[O:25])=[O:26]. (2) Reactant: [CH:1]([Mg]Cl)([CH3:3])[CH3:2].[Br:6][C:7]1[CH:14]=[CH:13][CH:12]=[C:11]([F:15])[C:8]=1[CH:9]=[O:10].[NH4+].[Cl-]. Product: [Br:6][C:7]1[CH:14]=[CH:13][CH:12]=[C:11]([F:15])[C:8]=1[C:9](=[O:10])[CH:1]([CH3:3])[CH3:2]. The catalyst class is: 1. (3) Reactant: [Cl:1][C:2]1[CH:7]=[CH:6][C:5]([C:8]2[CH:9]=[CH:10][C:11]([CH2:28][CH3:29])=[C:12]([C:14](=O)[C:15]([N:17]([CH3:26])[N:18]=[C:19]([CH3:25])[CH2:20][S:21]([CH3:24])(=[O:23])=[O:22])=[O:16])[CH:13]=2)=[CH:4][CH:3]=1.[C:30]1(C)C=CC=CC=1.[OH2:37].[OH-:38].[Li+].[ClH:40]. Product: [Cl:1][C:2]1[CH:7]=[CH:6][C:5]([C:8]2[CH:9]=[CH:10][C:11]([CH2:28][CH3:29])=[C:12]([C:14]3[C:15](=[O:16])[N:17]([CH3:26])[N:18]=[C:19]([CH3:25])[C:20]=3[S:21]([CH3:24])(=[O:23])=[O:22])[CH:13]=2)=[CH:4][CH:3]=1.[Cl:40][C:2]1[CH:7]=[CH:6][C:5]([C:8]2[CH:9]=[CH:10][C:11]([CH2:28][CH3:29])=[C:12]([C:14]3[C:15](=[O:38])[N:17]([CH3:26])[N:18]=[C:19]([CH3:25])[C:20]=3[O:37][CH3:30])[CH:13]=2)=[CH:4][CH:3]=1. The catalyst class is: 5.